This data is from Reaction yield outcomes from USPTO patents with 853,638 reactions. The task is: Predict the reaction yield, written as a fraction of the theoretical maximum amount of product (1.0 means a 100% yield; for example, 0.34 means a 34% yield). (1) The reactants are [Br:1][C:2]1[NH:6][CH:5]=[C:4]([C:7]([O:9][CH3:10])=[O:8])[C:3]=1[CH2:11][CH2:12][CH3:13].[H-].[Na+].[C:16]1([S:22](Cl)(=[O:24])=[O:23])[CH:21]=[CH:20][CH:19]=[CH:18][CH:17]=1. No catalyst specified. The product is [Br:1][C:2]1[N:6]([S:22]([C:16]2[CH:21]=[CH:20][CH:19]=[CH:18][CH:17]=2)(=[O:24])=[O:23])[CH:5]=[C:4]([C:7]([O:9][CH3:10])=[O:8])[C:3]=1[CH2:11][CH2:12][CH3:13]. The yield is 0.850. (2) The reactants are [NH3:1].[CH2:2]([O:4][CH:5]([O:7][CH:8]1[CH2:20][CH2:19][C:18]([O:22][CH:23]([O:25][CH2:26][CH3:27])[CH3:24])([CH3:21])[CH:17]([O:28][C:29]2C=CC([N+]([O-])=O)=CC=2)[CH:16]=[CH:15][CH:14]([CH3:38])[CH:13](/[C:39](/[CH3:60])=[CH:40]/[CH:41]=[CH:42]/[CH:43]([CH3:59])[CH2:44][CH:45]2[O:58][CH:46]2[CH:47]([CH3:57])[CH:48]([O:51][CH:52]([O:54][CH2:55][CH3:56])[CH3:53])[CH2:49][CH3:50])[O:12][C:10](=[O:11])[CH:9]1C(O)=O)[CH3:6])[CH3:3].C(OCC)(=O)C.[OH2:70]. The catalyst is O1CCCC1. The product is [C:29]([O:28][CH:17]1[C:18]([O:22][CH:23]([O:25][CH2:26][CH3:27])[CH3:24])([CH3:21])[CH2:19][CH2:20][CH:8]([O:7][CH:5]([O:4][CH2:2][CH3:3])[CH3:6])[CH2:9][C:10]([O:12][CH:13](/[C:39](/[CH3:60])=[CH:40]/[CH:41]=[CH:42]/[CH:43]([CH3:59])[CH2:44][CH:45]2[O:58][CH:46]2[CH:47]([CH3:57])[CH:48]([O:51][CH:52]([O:54][CH2:55][CH3:56])[CH3:53])[CH2:49][CH3:50])[CH:14]([CH3:38])[CH:15]=[CH:16]1)=[O:11])(=[O:70])[NH2:1]. The yield is 0.900. (3) The reactants are [NH2:1][C:2]1[CH:3]=[C:4]([C:8]#[C:9][C:10]2[CH:15]=[C:14]([NH:16][C:17](=[O:23])[O:18][C:19]([CH3:22])([CH3:21])[CH3:20])[CH:13]=[CH:12][N:11]=2)[CH:5]=[CH:6][CH:7]=1. The catalyst is CO.[Pd]. The product is [NH2:1][C:2]1[CH:3]=[C:4](/[CH:8]=[CH:9]\[C:10]2[CH:15]=[C:14]([NH:16][C:17](=[O:23])[O:18][C:19]([CH3:21])([CH3:20])[CH3:22])[CH:13]=[CH:12][N:11]=2)[CH:5]=[CH:6][CH:7]=1. The yield is 0.370.